This data is from Forward reaction prediction with 1.9M reactions from USPTO patents (1976-2016). The task is: Predict the product of the given reaction. (1) Given the reactants I[C:2]1[CH:3]=[C:4]([CH:9]=[C:10]([C:12](=[O:22])[N:13]([CH3:21])[CH2:14][C:15]2[S:16][CH:17]=[C:18]([CH3:20])[N:19]=2)[CH:11]=1)[C:5]([O:7][CH3:8])=[O:6].[O:23]1[CH:27]=[CH:26][CH:25]=[C:24]1B(O)O.C([O-])([O-])=O.[Na+].[Na+], predict the reaction product. The product is: [O:23]1[CH:27]=[CH:26][CH:25]=[C:24]1[C:2]1[CH:3]=[C:4]([CH:9]=[C:10]([C:12](=[O:22])[N:13]([CH3:21])[CH2:14][C:15]2[S:16][CH:17]=[C:18]([CH3:20])[N:19]=2)[CH:11]=1)[C:5]([O:7][CH3:8])=[O:6]. (2) Given the reactants [C:1]1([S:7]([N:10]2[C:18]3[C:13](=[CH:14][CH:15]=[CH:16][CH:17]=3)[C:12]([C:19]3[C:24]([Cl:25])=[CH:23][N:22]=[C:21](Cl)[N:20]=3)=[CH:11]2)(=[O:9])=[O:8])[CH:6]=[CH:5][CH:4]=[CH:3][CH:2]=1.O.C1(C)C=CC(S(O)(=O)=O)=CC=1.[CH3:39][O:40][C:41]1[CH:47]=[C:46]([C:48]2[CH2:49][CH2:50][N:51]([CH3:54])[CH2:52][CH:53]=2)[C:45]([N+:55]([O-:57])=[O:56])=[CH:44][C:42]=1[NH2:43], predict the reaction product. The product is: [C:1]1([S:7]([N:10]2[C:18]3[C:13](=[CH:14][CH:15]=[CH:16][CH:17]=3)[C:12]([C:19]3[C:24]([Cl:25])=[CH:23][N:22]=[C:21]([NH:43][C:42]4[CH:44]=[C:45]([N+:55]([O-:57])=[O:56])[C:46]([C:48]5[CH2:53][CH2:52][N:51]([CH3:54])[CH2:50][CH:49]=5)=[CH:47][C:41]=4[O:40][CH3:39])[N:20]=3)=[CH:11]2)(=[O:8])=[O:9])[CH:2]=[CH:3][CH:4]=[CH:5][CH:6]=1. (3) Given the reactants [Cl:1][C:2]1[N:11]=[CH:10][CH:9]=[C:8]2[C:3]=1[C:4]1[CH:16]=[N:15][CH:14]=[CH:13][C:5]=1[C:6](Cl)=[N:7]2.[CH:17]([Mg]Br)([CH3:19])[CH3:18], predict the reaction product. The product is: [Cl:1][C:2]1[N:11]=[CH:10][CH:9]=[C:8]2[C:3]=1[C:4]1[CH:16]=[N:15][CH:14]=[CH:13][C:5]=1[C:6]([CH:17]([CH3:19])[CH3:18])=[N:7]2. (4) Given the reactants [C:1]([O:5][C:6]([N:8]1[CH2:12][CH:11]([O:13][C:14]2[CH:19]=[CH:18][C:17]([F:20])=[CH:16][C:15]=2[F:21])[CH2:10][CH:9]1[C:22](O)=[O:23])=[O:7])([CH3:4])([CH3:3])[CH3:2], predict the reaction product. The product is: [C:1]([O:5][C:6]([N:8]1[CH2:12][CH:11]([O:13][C:14]2[CH:19]=[CH:18][C:17]([F:20])=[CH:16][C:15]=2[F:21])[CH2:10][CH:9]1[CH2:22][OH:23])=[O:7])([CH3:4])([CH3:3])[CH3:2]. (5) The product is: [CH2:12]([O:11][C:9]([N:6]1[CH2:7][CH2:8][CH:3]([CH2:2][NH:1][C:20]2[C:25]([Cl:26])=[CH:24][CH:23]=[CH:22][N:21]=2)[CH2:4][CH2:5]1)=[O:10])[C:13]1[CH:14]=[CH:15][CH:16]=[CH:17][CH:18]=1. Given the reactants [NH2:1][CH2:2][CH:3]1[CH2:8][CH2:7][N:6]([C:9]([O:11][CH2:12][C:13]2[CH:18]=[CH:17][CH:16]=[CH:15][CH:14]=2)=[O:10])[CH2:5][CH2:4]1.Cl[C:20]1[C:25]([Cl:26])=[CH:24][CH:23]=[CH:22][N:21]=1, predict the reaction product.